Dataset: Full USPTO retrosynthesis dataset with 1.9M reactions from patents (1976-2016). Task: Predict the reactants needed to synthesize the given product. (1) Given the product [F:23][C:24]1[C:31]([F:32])=[CH:30][CH:29]=[CH:28][C:25]=1[CH2:26][N:6]1[CH2:7][CH2:8][C@@H:3]([CH3:2])[C@@H:4]([N:9]2[C:18]3[C:13](=[CH:14][N:15]=[C:16]4[NH:21][CH:20]=[CH:19][C:17]4=3)[C:12](=[O:22])[CH:11]=[CH:10]2)[CH2:5]1, predict the reactants needed to synthesize it. The reactants are: Cl.[CH3:2][C@@H:3]1[CH2:8][CH2:7][NH:6][CH2:5][C@@H:4]1[N:9]1[C:18]2[C:13](=[CH:14][N:15]=[C:16]3[NH:21][CH:20]=[CH:19][C:17]3=2)[C:12](=[O:22])[CH:11]=[CH:10]1.[F:23][C:24]1[C:31]([F:32])=[CH:30][CH:29]=[CH:28][C:25]=1[CH:26]=O.B.N1C=CC=CC=1C.C(=O)([O-])O.[Na+].[OH-].[Na+]. (2) Given the product [CH:10]1([CH2:9][O:8][C:7]2[C:2]([C:27]3[C:26]4[C:21](=[CH:22][CH:23]=[C:24]([C:38]5[CH:39]=[N:40][N:41]([CH3:43])[CH:42]=5)[CH:25]=4)[C:20](=[O:44])[N:19]([CH3:18])[CH:28]=3)=[N:3][C:4]([CH2:13][S:14]([CH3:17])(=[O:16])=[O:15])=[N:5][CH:6]=2)[CH2:12][CH2:11]1, predict the reactants needed to synthesize it. The reactants are: Cl[C:2]1[C:7]([O:8][CH2:9][CH:10]2[CH2:12][CH2:11]2)=[CH:6][N:5]=[C:4]([CH2:13][S:14]([CH3:17])(=[O:16])=[O:15])[N:3]=1.[CH3:18][N:19]1[CH:28]=[C:27](B2OC(C)(C)C(C)(C)O2)[C:26]2[C:21](=[CH:22][CH:23]=[C:24]([C:38]3[CH:39]=[N:40][N:41]([CH3:43])[CH:42]=3)[CH:25]=2)[C:20]1=[O:44]. (3) The reactants are: [CH:1]1([N:4]([CH3:11])[CH2:5]/[CH:6]=[CH:7]/[C:8]([OH:10])=O)[CH2:3][CH2:2]1.CN(C(ON1N=NC2C=CC=CC1=2)=[N+](C)C)C.F[P-](F)(F)(F)(F)F.[CH2:36]([NH:38][C:39](=[O:64])[NH:40][C:41]1[CH:46]=[CH:45][C:44]([O:47][C:48]2[CH:53]=[CH:52][N:51]=[C:50]3[NH:54][N:55]=[C:56]([NH:57][C@@H:58]4[CH2:63][CH2:62][CH2:61][NH:60][CH2:59]4)[C:49]=23)=[CH:43][CH:42]=1)[CH3:37]. Given the product [CH:1]1([N:4]([CH3:11])[CH2:5]/[CH:6]=[CH:7]/[C:8]([N:60]2[CH2:61][CH2:62][CH2:63][C@@H:58]([NH:57][C:56]3[C:49]4[C:50](=[N:51][CH:52]=[CH:53][C:48]=4[O:47][C:44]4[CH:43]=[CH:42][C:41]([NH:40][C:39]([NH:38][CH2:36][CH3:37])=[O:64])=[CH:46][CH:45]=4)[NH:54][N:55]=3)[CH2:59]2)=[O:10])[CH2:2][CH2:3]1, predict the reactants needed to synthesize it. (4) Given the product [CH:1]([O:4][C:5]([N:7]1[CH2:12][CH2:11][CH:10]([NH:17][CH:14]2[CH2:16][CH2:15]2)[CH2:9][CH2:8]1)=[O:6])([CH3:3])[CH3:2], predict the reactants needed to synthesize it. The reactants are: [CH:1]([O:4][C:5]([N:7]1[CH2:12][CH2:11][C:10](=O)[CH2:9][CH2:8]1)=[O:6])([CH3:3])[CH3:2].[CH:14]1([NH2:17])[CH2:16][CH2:15]1.C(O)(=O)C.C(O[BH-](OC(=O)C)OC(=O)C)(=O)C.[Na+]. (5) Given the product [ClH:12].[Br:13][C:14]1[CH:23]=[C:22]2[C:17]([CH:18]=[CH:19][N:20]=[CH:21]2)=[CH:16][C:15]=1[S:24][CH2:25][CH:26]1[CH2:30][CH2:29][NH:28][CH2:27]1, predict the reactants needed to synthesize it. The reactants are: BrC1C=C2C(C=CN=C2)=CC=1[Cl:12].[Br:13][C:14]1[CH:23]=[C:22]2[C:17]([CH:18]=[CH:19][N:20]=[CH:21]2)=[CH:16][C:15]=1[S:24][CH2:25][CH:26]1[CH2:30][CH2:29][NH:28][CH2:27]1.C(OC(N1CCC(CBr)C1)=O)(C)(C)C.Cl. (6) Given the product [Cl:1][C:2]1[N:7]=[C:6]([NH:9][C:10]2[CH:11]=[C:12]3[C:16](=[CH:17][CH:18]=2)[NH:15][N:14]=[CH:13]3)[CH:5]=[CH:4][N:3]=1, predict the reactants needed to synthesize it. The reactants are: [Cl:1][C:2]1[N:7]=[C:6](Cl)[CH:5]=[CH:4][N:3]=1.[NH2:9][C:10]1[CH:11]=[C:12]2[C:16](=[CH:17][CH:18]=1)[NH:15][N:14]=[CH:13]2.C(N(CC)CC)C. (7) Given the product [CH:26]1[C:27]2[CH:18]([CH2:31][O:32][C:33](=[O:34])[NH:35][C:36]([NH:1][C@@:2]3([C:11]4[CH:16]=[CH:15][CH:14]=[CH:13][C:12]=4[F:17])[CH2:6][C@H:5]([O:7][CH3:8])[CH2:4][C@H:3]3[CH2:9][OH:10])=[S:37])[C:30]3[C:29](=[CH:19][CH:20]=[CH:21][CH:22]=3)[C:28]=2[CH:23]=[CH:24][CH:25]=1, predict the reactants needed to synthesize it. The reactants are: [NH2:1][C@@:2]1([C:11]2[CH:16]=[CH:15][CH:14]=[CH:13][C:12]=2[F:17])[CH2:6][C@H:5]([O:7][CH3:8])[CH2:4][C@H:3]1[CH2:9][OH:10].[C:18]1([CH2:31][O:32][C:33]([N:35]=[C:36]=[S:37])=[O:34])[C:30]2[CH2:29][C:28]3[C:23](=[CH:24][CH:25]=[CH:26][CH:27]=3)[C:22]=2[CH:21]=[CH:20][CH:19]=1. (8) Given the product [F:1][C:2]1[CH:3]=[C:4]([CH:32]([OH:34])[CH3:33])[CH:5]=[CH:6][C:7]=1[N:8]1[CH2:13][CH2:12][N:11]([C:14]([C:16]2[CH:21]=[C:20]([S:22]([CH3:25])(=[O:23])=[O:24])[CH:19]=[CH:18][C:17]=2[N:26]2[CH2:31][CH2:30][CH2:29][CH2:28][CH2:27]2)=[O:15])[CH2:10][CH2:9]1, predict the reactants needed to synthesize it. The reactants are: [F:1][C:2]1[CH:3]=[C:4]([C:32](=[O:34])[CH3:33])[CH:5]=[CH:6][C:7]=1[N:8]1[CH2:13][CH2:12][N:11]([C:14]([C:16]2[CH:21]=[C:20]([S:22]([CH3:25])(=[O:24])=[O:23])[CH:19]=[CH:18][C:17]=2[N:26]2[CH2:31][CH2:30][CH2:29][CH2:28][CH2:27]2)=[O:15])[CH2:10][CH2:9]1.[BH4-].[Na+]. (9) Given the product [Br:1][C:2]1[CH:7]=[CH:6][C:5]([O:8][CH:20]([F:27])[F:26])=[C:4]([C:9]([CH3:12])([CH3:11])[CH3:10])[CH:3]=1, predict the reactants needed to synthesize it. The reactants are: [Br:1][C:2]1[CH:7]=[CH:6][C:5]([OH:8])=[C:4]([C:9]([CH3:12])([CH3:11])[CH3:10])[CH:3]=1.C(=O)([O-])[O-].[K+].[K+].Cl[C:20]([F:27])([F:26])C(OCC)=O.